Task: Predict the product of the given reaction.. Dataset: Forward reaction prediction with 1.9M reactions from USPTO patents (1976-2016) (1) Given the reactants [CH3:1][C:2]1[CH:7]=[C:6]([CH3:8])[N:5]=[C:4]([N:9]2[CH2:14][CH2:13][O:12][CH2:11][CH2:10]2)[CH:3]=1.[N:15]([O-:17])=[O:16].[Na+], predict the reaction product. The product is: [CH3:1][C:2]1[C:7]([N+:15]([O-:17])=[O:16])=[C:6]([CH3:8])[N:5]=[C:4]([N:9]2[CH2:10][CH2:11][O:12][CH2:13][CH2:14]2)[CH:3]=1. (2) The product is: [NH2:1][C:2]1[N:3]=[CH:4][C:5]([C:8]2[N:9]=[C:10]([N:26]3[CH2:27][CH2:28][O:29][CH2:30][CH2:31]3)[C:11]3[S:16][C:15]([C:17]4[CH:18]=[C:19]([CH:23]=[CH:24][CH:25]=4)[C:20]([NH:36][CH2:35][CH2:34][O:33][CH3:32])=[O:21])=[CH:14][C:12]=3[N:13]=2)=[CH:6][N:7]=1. Given the reactants [NH2:1][C:2]1[N:7]=[CH:6][C:5]([C:8]2[N:9]=[C:10]([N:26]3[CH2:31][CH2:30][O:29][CH2:28][CH2:27]3)[C:11]3[S:16][C:15]([C:17]4[CH:18]=[C:19]([CH:23]=[CH:24][CH:25]=4)[C:20](O)=[O:21])=[CH:14][C:12]=3[N:13]=2)=[CH:4][N:3]=1.[CH3:32][O:33][CH2:34][CH2:35][NH2:36], predict the reaction product. (3) Given the reactants [Br:1][C:2]1[CH:3]=[CH:4][C:5]([F:33])=[C:6]([C@:8]([N:15](CC2C=CC(OC)=CC=2OC)[C:16](=[O:21])[C:17]([F:20])([F:19])[F:18])([CH3:14])[CH2:9][S:10][CH2:11][C:12]#[N:13])[CH:7]=1.FC(F)(F)C(O)=O.C([O-])(O)=O.[Na+], predict the reaction product. The product is: [Br:1][C:2]1[CH:3]=[CH:4][C:5]([F:33])=[C:6]([C@:8]([NH:15][C:16](=[O:21])[C:17]([F:18])([F:20])[F:19])([CH3:14])[CH2:9][S:10][CH2:11][C:12]#[N:13])[CH:7]=1. (4) Given the reactants CON(C)[C:4](=[O:15])[C:5]1[CH:10]=[CH:9][C:8]([C:11]([F:14])([F:13])[F:12])=[CH:7][CH:6]=1.[CH:17]1([Mg]Br)[CH2:21][CH2:20][CH2:19][CH2:18]1.N#N.Cl, predict the reaction product. The product is: [CH:17]1([C:4]([C:5]2[CH:10]=[CH:9][C:8]([C:11]([F:14])([F:13])[F:12])=[CH:7][CH:6]=2)=[O:15])[CH2:21][CH2:20][CH2:19][CH2:18]1. (5) Given the reactants [CH3:1][N:2]([C@H:14]([C:16]1[CH:21]=[CH:20][CH:19]=[CH:18][CH:17]=1)[CH3:15])[C:3]1[CH:4]=[C:5]([NH2:13])[C:6]2[N:7]([C:9]([CH3:12])=[N:10][N:11]=2)[N:8]=1.[C:22](Cl)(=[O:30])OC1C=CC=CC=1.[CH3:32][NH:33][CH3:34], predict the reaction product. The product is: [CH3:32][N:33]([CH3:34])[C:22]([NH:13][C:5]1[C:6]2[N:7]([C:9]([CH3:12])=[N:10][N:11]=2)[N:8]=[C:3]([N:2]([CH3:1])[C@H:14]([C:16]2[CH:21]=[CH:20][CH:19]=[CH:18][CH:17]=2)[CH3:15])[CH:4]=1)=[O:30].